This data is from Catalyst prediction with 721,799 reactions and 888 catalyst types from USPTO. The task is: Predict which catalyst facilitates the given reaction. Reactant: [C:1]1([N:7]2[CH:11]=[CH:10][C:9]([C:12]3[CH:17]=[CH:16][N:15]=[CH:14][CH:13]=3)=[N:8]2)[CH:6]=[CH:5][CH:4]=[CH:3][CH:2]=1.N1C=CC=CC=1.[Br:24]Br. Product: [Br:24][C:10]1[C:9]([C:12]2[CH:17]=[CH:16][N:15]=[CH:14][CH:13]=2)=[N:8][N:7]([C:1]2[CH:6]=[CH:5][CH:4]=[CH:3][CH:2]=2)[CH:11]=1. The catalyst class is: 49.